This data is from Forward reaction prediction with 1.9M reactions from USPTO patents (1976-2016). The task is: Predict the product of the given reaction. (1) Given the reactants [CH2:1]([C:3]1[CH:4]=[C:5]([CH:19]=[CH:20][C:21]=1[N:22]([CH3:33])[C:23]1[N:28]=[CH:27][C:26]2[N:29]=[CH:30][N:31]([CH3:32])[C:25]=2[CH:24]=1)[O:6][CH:7]1[CH2:11][CH2:10][N:9](C(OC(C)(C)C)=O)[CH2:8]1)[CH3:2].FC(F)(F)C(O)=O, predict the reaction product. The product is: [CH2:1]([C:3]1[CH:4]=[C:5]([O:6][CH:7]2[CH2:11][CH2:10][NH:9][CH2:8]2)[CH:19]=[CH:20][C:21]=1[N:22]([CH3:33])[C:23]1[N:28]=[CH:27][C:26]2[N:29]=[CH:30][N:31]([CH3:32])[C:25]=2[CH:24]=1)[CH3:2]. (2) Given the reactants [NH2:1][CH2:2][CH2:3][N:4]1[C:8](=[O:9])/[C:7](=[CH:10]/[C:11]2[CH:16]=[CH:15][C:14]([O:17][CH2:18][CH3:19])=[CH:13][CH:12]=2)/[S:6][C:5]1=[O:20].[CH3:21][N:22]1[CH:26]=[C:25]([S:27](Cl)(=[O:29])=[O:28])[N:24]=[CH:23]1.CCN(C(C)C)C(C)C.C(OC1C=CC(/C=C2/C(=O)N(CCNC(=O)C)C(=O)S/2)=CC=1)C, predict the reaction product. The product is: [CH2:18]([O:17][C:14]1[CH:15]=[CH:16][C:11](/[CH:10]=[C:7]2/[C:8](=[O:9])[N:4]([CH2:3][CH2:2][NH:1][S:27]([C:25]3[N:24]=[CH:23][N:22]([CH3:21])[CH:26]=3)(=[O:29])=[O:28])[C:5](=[O:20])[S:6]/2)=[CH:12][CH:13]=1)[CH3:19]. (3) Given the reactants [NH2:1][C:2]1[C:3]([C:9]([O:11]CC)=O)=[N:4][C:5]([Br:8])=[CH:6][CH:7]=1.[CH2:14]([NH2:16])[CH3:15].C1COCC1, predict the reaction product. The product is: [NH2:1][C:2]1[C:3]([C:9]([NH:16][CH2:14][CH3:15])=[O:11])=[N:4][C:5]([Br:8])=[CH:6][CH:7]=1. (4) Given the reactants C1(P(C2CCCCC2)C2C=CC=CC=2C2C(C(C)C)=CC(C(C)C)=CC=2C(C)C)CCCCC1.[O:35]1[CH2:40][CH2:39][N:38]([C:41]2[C:46]([NH2:47])=[CH:45][C:44]([N:48]3[CH2:53][CH2:52][O:51][CH2:50][CH2:49]3)=[CH:43][N:42]=2)[CH2:37][CH2:36]1.Cl[C:55]1[C:64]2[C:59](=[CH:60][C:61]([F:66])=[CH:62][C:63]=2[F:65])[N:58]=[C:57]([C:67]2[CH:75]=[CH:74][CH:73]=[C:72]3[C:68]=2[CH:69]=[CH:70][N:71]3[CH3:76])[C:56]=1[CH3:77].CC(C)([O-])C.[Na+], predict the reaction product. The product is: [O:35]1[CH2:40][CH2:39][N:38]([C:41]2[C:46]([NH:47][C:55]3[C:64]4[C:59](=[CH:60][C:61]([F:66])=[CH:62][C:63]=4[F:65])[N:58]=[C:57]([C:67]4[CH:75]=[CH:74][CH:73]=[C:72]5[C:68]=4[CH:69]=[CH:70][N:71]5[CH3:76])[C:56]=3[CH3:77])=[CH:45][C:44]([N:48]3[CH2:49][CH2:50][O:51][CH2:52][CH2:53]3)=[CH:43][N:42]=2)[CH2:37][CH2:36]1. (5) Given the reactants C([Cu])#N.[Li+].[Br-].[Cl-].[F:7][C:8]([F:18])([F:17])[C:9]1[CH:16]=[CH:15][C:12]([CH2:13][Zn+])=[CH:11][CH:10]=1.[F:19][C:20]([F:31])([F:30])[C:21]1[CH:29]=[CH:28][C:24]([C:25](Cl)=[O:26])=[CH:23][CH:22]=1, predict the reaction product. The product is: [F:19][C:20]([F:31])([F:30])[C:21]1[CH:29]=[CH:28][C:24]([C:25](=[O:26])[CH2:13][C:12]2[CH:11]=[CH:10][C:9]([C:8]([F:7])([F:17])[F:18])=[CH:16][CH:15]=2)=[CH:23][CH:22]=1.